Dataset: NCI-60 drug combinations with 297,098 pairs across 59 cell lines. Task: Regression. Given two drug SMILES strings and cell line genomic features, predict the synergy score measuring deviation from expected non-interaction effect. (1) Drug 1: C#CCC(CC1=CN=C2C(=N1)C(=NC(=N2)N)N)C3=CC=C(C=C3)C(=O)NC(CCC(=O)O)C(=O)O. Drug 2: N.N.Cl[Pt+2]Cl. Cell line: HT29. Synergy scores: CSS=18.5, Synergy_ZIP=-10.3, Synergy_Bliss=-3.52, Synergy_Loewe=-5.36, Synergy_HSA=-4.03. (2) Drug 1: CNC(=O)C1=NC=CC(=C1)OC2=CC=C(C=C2)NC(=O)NC3=CC(=C(C=C3)Cl)C(F)(F)F. Drug 2: CN(CCCl)CCCl.Cl. Cell line: LOX IMVI. Synergy scores: CSS=11.8, Synergy_ZIP=-3.83, Synergy_Bliss=7.00, Synergy_Loewe=-10.6, Synergy_HSA=4.60. (3) Drug 1: COC1=C(C=C2C(=C1)N=CN=C2NC3=CC(=C(C=C3)F)Cl)OCCCN4CCOCC4. Drug 2: CC1CCC2CC(C(=CC=CC=CC(CC(C(=O)C(C(C(=CC(C(=O)CC(OC(=O)C3CCCCN3C(=O)C(=O)C1(O2)O)C(C)CC4CCC(C(C4)OC)OCCO)C)C)O)OC)C)C)C)OC. Cell line: OVCAR3. Synergy scores: CSS=37.9, Synergy_ZIP=1.07, Synergy_Bliss=0.775, Synergy_Loewe=6.74, Synergy_HSA=7.85.